This data is from Forward reaction prediction with 1.9M reactions from USPTO patents (1976-2016). The task is: Predict the product of the given reaction. Given the reactants [CH3:1][C@H:2]1[CH2:7][NH:6][CH2:5][CH2:4][N:3]1[CH2:8][C:9]1[CH:10]=[C:11]([C:15]2[CH:20]=[CH:19][N:18]=[C:17](NCCC3C=CC=CC=3O)[N:16]=2)[CH:12]=[N:13][CH:14]=1.[Cl:31]C1N=C(C2C=C(CN3CCN(C(OC(C)(C)C)=O)C[C@@H]3C)C=NC=2)C=CN=1.[NH2:59][CH2:60][CH2:61][C:62]1[CH:67]=[CH:66][C:65]([OH:68])=[CH:64][CH:63]=1, predict the reaction product. The product is: [Cl:31][C:64]1[CH:63]=[C:62]([CH2:61][CH2:60][NH:59][C:17]2[N:16]=[C:15]([C:11]3[CH:12]=[N:13][CH:14]=[C:9]([CH2:8][N:3]4[CH2:4][CH2:5][NH:6][CH2:7][C@@H:2]4[CH3:1])[CH:10]=3)[CH:20]=[CH:19][N:18]=2)[CH:67]=[CH:66][C:65]=1[OH:68].